The task is: Predict the reactants needed to synthesize the given product.. This data is from Full USPTO retrosynthesis dataset with 1.9M reactions from patents (1976-2016). (1) Given the product [C:38]([C:41]1[CH:46]=[CH:45][C:44]([CH2:2][C:3]([O:5][C:6]([CH3:9])([CH3:8])[CH3:7])=[O:4])=[CH:43][CH:42]=1)(=[O:40])[CH3:39], predict the reactants needed to synthesize it. The reactants are: Br[CH2:2][C:3]([O:5][C:6]([CH3:9])([CH3:8])[CH3:7])=[O:4].CC1C=CC=CC=1P(C1C=CC=CC=1C)C1C=CC=CC=1C.C([O-])([O-])=O.[K+].[K+].[C:38]([C:41]1[CH:46]=[CH:45][C:44](B(O)O)=[CH:43][CH:42]=1)(=[O:40])[CH3:39]. (2) Given the product [F:1][C:2]1[C:3]([N:12]2[N:16]=[CH:15][CH:14]=[N:13]2)=[C:4]([C:5]([N:20]2[CH2:21][CH2:22][CH2:23][C@@H:18]([CH3:17])[C@H:19]2[CH2:24][NH:25][C:37]2[CH:42]=[CH:41][C:40]([C:43]([F:46])([F:45])[F:44])=[CH:39][N:38]=2)=[O:7])[CH:8]=[CH:9][C:10]=1[F:11], predict the reactants needed to synthesize it. The reactants are: [F:1][C:2]1[C:3]([N:12]2[N:16]=[CH:15][CH:14]=[N:13]2)=[C:4]([CH:8]=[CH:9][C:10]=1[F:11])[C:5]([OH:7])=O.[CH3:17][C@@H:18]1[CH2:23][CH2:22][CH2:21][NH:20][C@@H:19]1[CH2:24][N:25]1C(=O)C2C(=CC=CC=2)C1=O.Cl[C:37]1[CH:42]=[CH:41][C:40]([C:43]([F:46])([F:45])[F:44])=[CH:39][N:38]=1. (3) Given the product [Cl:25][C:26]1[C:27]([O:36][C:37]2[CH:38]=[N:39][C:40]([O:44][CH2:45][C:46]([F:51])([F:50])[CH:47]([F:49])[F:48])=[C:41]([Cl:43])[CH:42]=2)=[CH:28][C:29]([F:35])=[C:30]([CH:34]=1)[C:31]([NH:57][S:54](=[O:56])(=[O:55])[NH:53][CH3:52])=[O:32], predict the reactants needed to synthesize it. The reactants are: ClC1C(OC2C=NC(OCC(C)C)=C(Cl)C=2)=CC(F)=C(C=1)C(O)=O.[Cl:25][C:26]1[C:27]([O:36][C:37]2[CH:38]=[N:39][C:40]([O:44][CH2:45][C:46]([F:51])([F:50])[CH:47]([F:49])[F:48])=[C:41]([Cl:43])[CH:42]=2)=[CH:28][C:29]([F:35])=[C:30]([CH:34]=1)[C:31](O)=[O:32].[CH3:52][N:53](C)[S:54]([NH2:57])(=[O:56])=[O:55]. (4) Given the product [Cl:1][C:2]1[CH:3]=[CH:4][C:5]([CH2:6][N:7]2[C:15]3[C:14](=[O:16])[N:13]([CH2:17][CH:18]([OH:44])[CH2:20][OH:19])[C:12](=[O:21])[N:11]([CH3:22])[C:10]=3[N:9]=[C:8]2[O:23][C:24]2[CH:29]=[CH:28][CH:27]=[C:26]([C:39]([F:42])([F:41])[F:40])[CH:25]=2)=[CH:35][CH:36]=1, predict the reactants needed to synthesize it. The reactants are: [Cl:1][C:2]1[CH:36]=[CH:35][C:5]([CH2:6][N:7]2[C:15]3[C:14](=[O:16])[N:13]([CH2:17][CH:18]4[CH2:20][O:19]4)[C:12](=[O:21])[N:11]([CH3:22])[C:10]=3[N:9]=[C:8]2[O:23][C:24]2[CH:29]=[CH:28][CH:27]=[C:26](OC(F)(F)F)[CH:25]=2)=[CH:4][CH:3]=1.C(O)([C:39]([F:42])([F:41])[F:40])=O.[OH2:44].